Dataset: Merck oncology drug combination screen with 23,052 pairs across 39 cell lines. Task: Regression. Given two drug SMILES strings and cell line genomic features, predict the synergy score measuring deviation from expected non-interaction effect. Drug 1: O=P1(N(CCCl)CCCl)NCCCO1. Drug 2: C#Cc1cccc(Nc2ncnc3cc(OCCOC)c(OCCOC)cc23)c1. Cell line: RPMI7951. Synergy scores: synergy=-3.81.